Dataset: Catalyst prediction with 721,799 reactions and 888 catalyst types from USPTO. Task: Predict which catalyst facilitates the given reaction. (1) Reactant: [C:1](=O)([O-])[O-].[K+].[K+].[CH:7]1([CH2:10][N:11]2[C:17](=[O:18])[C@@H:16]([NH:19][C:20]([N:22]3[CH2:27][CH2:26][CH:25]([N:28]4[CH:32]=[C:31]([C:33]5[CH:38]=[CH:37][CH:36]=[CH:35][CH:34]=5)[NH:30][C:29]4=[O:39])[CH2:24][CH2:23]3)=[O:21])[CH2:15][NH:14][C@H:13]([C:40]3[CH:45]=[CH:44][CH:43]=[CH:42][CH:41]=3)[CH2:12]2)[CH2:9][CH2:8]1.IC. Product: [CH:7]1([CH2:10][N:11]2[C:17](=[O:18])[C@H:16]([NH:19][C:20]([N:22]3[CH2:27][CH2:26][CH:25]([N:28]4[CH:32]=[C:31]([C:33]5[CH:34]=[CH:35][CH:36]=[CH:37][CH:38]=5)[NH:30][C:29]4=[O:39])[CH2:24][CH2:23]3)=[O:21])[CH2:15][N:14]([CH3:1])[C@@H:13]([C:40]3[CH:45]=[CH:44][CH:43]=[CH:42][CH:41]=3)[CH2:12]2)[CH2:9][CH2:8]1. The catalyst class is: 21. (2) Reactant: [NH:1]1[C:9]2[C:4](=[CH:5][CH:6]=[CH:7][CH:8]=2)[CH2:3][C:2]1=[O:10].[CH3:11][C:12]1[CH:16]=[C:15]([CH3:17])[NH:14][C:13]=1[CH:18]=O. Product: [CH3:18][C:13]1[NH:14][C:15]([CH:17]=[C:3]2[C:4]3[C:9](=[CH:8][CH:7]=[CH:6][CH:5]=3)[NH:1][C:2]2=[O:10])=[CH:16][C:12]=1[CH3:11]. The catalyst class is: 495.